This data is from Full USPTO retrosynthesis dataset with 1.9M reactions from patents (1976-2016). The task is: Predict the reactants needed to synthesize the given product. (1) Given the product [F:1][C:2]1[CH:7]=[C:6]([F:8])[CH:5]=[CH:4][C:3]=1[N:9]([CH3:32])[C:10]([C:12]1[N:16]2[CH:17]=[CH:18][CH:19]=[N:20][C:15]2=[N:14][C:13]=1[O:21][C:22]1[CH:23]=[CH:24][C:25]([F:28])=[CH:26][CH:27]=1)=[O:11], predict the reactants needed to synthesize it. The reactants are: [F:1][C:2]1[CH:7]=[C:6]([F:8])[CH:5]=[CH:4][C:3]=1[NH:9][C:10]([C:12]1[N:16]2[CH:17]=[CH:18][CH:19]=[N:20][C:15]2=[N:14][C:13]=1[O:21][C:22]1[CH:27]=[CH:26][C:25]([F:28])=[CH:24][CH:23]=1)=[O:11].[H-].[Na+].I[CH3:32]. (2) Given the product [CH2:1]([O:5][C:6]1[CH:11]=[CH:10][C:9]([S:12]([N:15]([CH3:34])[CH:16]([CH:17]([CH3:19])[CH3:18])[C:20]([NH:24][OH:23])=[O:22])(=[O:14])=[O:13])=[CH:8][CH:7]=1)[CH:2]=[C:3]=[CH2:4], predict the reactants needed to synthesize it. The reactants are: [CH2:1]([O:5][C:6]1[CH:11]=[CH:10][C:9]([S:12]([NH:15][C@H:16]([C:20]([OH:22])=O)[CH:17]([CH3:19])[CH3:18])(=[O:14])=[O:13])=[CH:8][CH:7]=1)[CH:2]=[C:3]=[CH2:4].[OH:23][N:24]1C2C=CC=CC=2N=N1.Cl.[CH3:34]N(C)CCCN=C=NCC.CN1CCOCC1.NO.